This data is from Reaction yield outcomes from USPTO patents with 853,638 reactions. The task is: Predict the reaction yield, written as a fraction of the theoretical maximum amount of product (1.0 means a 100% yield; for example, 0.34 means a 34% yield). (1) The reactants are [F:1][C:2]1[C:3]([NH:9][CH2:10][C:11]([CH3:14])([OH:13])[CH3:12])=[N:4][CH:5]=[C:6]([I:8])[CH:7]=1.N1C=CC=CC=1.[C:21](Cl)(Cl)=[O:22]. The catalyst is ClCCl. The product is [F:1][C:2]1[C:3]([N:9]2[CH2:10][C:11]([CH3:14])([CH3:12])[O:13][C:21]2=[O:22])=[N:4][CH:5]=[C:6]([I:8])[CH:7]=1. The yield is 0.795. (2) The reactants are [C:1]([C:3]1[CH:10]=[CH:9][C:6]([CH2:7]Br)=[CH:5][CH:4]=1)#[N:2].P(OCC)(OCC)[O:12]CC.[CH2:21]([N:28]1[CH2:33][CH2:32][CH2:31][CH2:30][C:29]1=O)[C:22]1[CH:27]=[CH:26][CH:25]=[CH:24][CH:23]=1.[OH-].[K+]. The catalyst is O.C(O)C.C1(C)C=CC=CC=1. The product is [CH2:21]([N:28]1[CH2:33][CH2:32][C:31](=[CH:7][C:6]2[CH:9]=[CH:10][C:3]([C:1]([NH2:2])=[O:12])=[CH:4][CH:5]=2)[CH2:30][CH2:29]1)[C:22]1[CH:27]=[CH:26][CH:25]=[CH:24][CH:23]=1. The yield is 0.430. (3) The reactants are [C:1]([C:5]1[CH:10]=[CH:9][C:8]([N+:11]([O-:13])=[O:12])=[CH:7][C:6]=1[CH2:14][NH2:15])([CH3:4])([CH3:3])[CH3:2].[CH3:16][C:17]([O:20][C:21](O[C:21]([O:20][C:17]([CH3:19])([CH3:18])[CH3:16])=[O:22])=[O:22])([CH3:19])[CH3:18]. The catalyst is C1COCC1.O. The product is [C:1]([C:5]1[CH:10]=[CH:9][C:8]([N+:11]([O-:13])=[O:12])=[CH:7][C:6]=1[CH2:14][NH:15][C:21](=[O:22])[O:20][C:17]([CH3:19])([CH3:18])[CH3:16])([CH3:4])([CH3:2])[CH3:3]. The yield is 0.780.